From a dataset of Forward reaction prediction with 1.9M reactions from USPTO patents (1976-2016). Predict the product of the given reaction. Given the reactants C(OC(=O)[NH:7][CH2:8][C:9]([N:11]1[CH2:15][CH2:14][CH2:13][C@H:12]1[C:16]#[N:17])=[O:10])(C)(C)C.O.[ClH:20], predict the reaction product. The product is: [ClH:20].[NH2:7][CH2:8][C:9]([N:11]1[CH2:15][CH2:14][CH2:13][C@H:12]1[C:16]#[N:17])=[O:10].